Dataset: Forward reaction prediction with 1.9M reactions from USPTO patents (1976-2016). Task: Predict the product of the given reaction. The product is: [O:41]=[S:7]1(=[O:6])[C:13]2[CH:14]=[CH:15][C:16]([O:18][C:19]3[CH:20]=[C:21]([CH:32]=[C:33]([O:35][C@@H:36]([CH3:40])[CH2:37][OH:38])[CH:34]=3)[C:22]([NH:24][C:25]3[CH:30]=[N:29][C:28]([CH3:31])=[CH:27][N:26]=3)=[O:23])=[CH:17][C:12]=2[O:11][CH2:10][CH2:9][CH2:8]1. Given the reactants I[Si](C)(C)C.[O:6]=[S:7]1(=[O:41])[C:13]2[CH:14]=[CH:15][C:16]([O:18][C:19]3[CH:20]=[C:21]([CH:32]=[C:33]([O:35][C@@H:36]([CH3:40])[CH2:37][O:38]C)[CH:34]=3)[C:22]([NH:24][C:25]3[CH:30]=[N:29][C:28]([CH3:31])=[CH:27][N:26]=3)=[O:23])=[CH:17][C:12]=2[O:11][CH2:10][CH2:9][CH2:8]1.CO.S([O-])([O-])(=O)=S.[Na+].[Na+], predict the reaction product.